From a dataset of Forward reaction prediction with 1.9M reactions from USPTO patents (1976-2016). Predict the product of the given reaction. (1) Given the reactants C([O:3][C:4]([C:6]1[N:7]([S:21]([C:24]2[CH:29]=[CH:28][C:27]([CH3:30])=[CH:26][CH:25]=2)(=[O:23])=[O:22])[C:8]2[C:13]([C:14]=1[C:15]1[CH:20]=[CH:19][CH:18]=[CH:17][CH:16]=1)=[CH:12][CH:11]=[CH:10][CH:9]=2)=O)C.CC(C[AlH]CC(C)C)C, predict the reaction product. The product is: [C:15]1([C:14]2[C:13]3[C:8](=[CH:9][CH:10]=[CH:11][CH:12]=3)[N:7]([S:21]([C:24]3[CH:25]=[CH:26][C:27]([CH3:30])=[CH:28][CH:29]=3)(=[O:22])=[O:23])[C:6]=2[CH2:4][OH:3])[CH:16]=[CH:17][CH:18]=[CH:19][CH:20]=1. (2) Given the reactants [C:1]1([C:7]2[C:8]3([CH2:14][CH3:15])[CH2:13][CH:11]([CH:12]=2)[CH2:10][CH2:9]3)[CH:6]=[CH:5][CH:4]=[CH:3][CH:2]=1.[CH2:16]=[CH:17][CH2:18][CH2:19]CC.C1(C)C=CC=CC=1.ClCCl, predict the reaction product. The product is: [CH2:14]([C:8]12[CH2:13][CH:11]([CH2:10][CH2:9]1)[CH:12]=[CH:7]2)[CH2:15][CH2:16][CH2:17][CH2:18][CH3:19].[CH2:12]([C:11]12[CH2:13][CH:8]([CH2:9][CH2:10]1)[CH:14]=[CH:15]2)[CH2:7][C:1]1[CH:2]=[CH:3][CH:4]=[CH:5][CH:6]=1. (3) Given the reactants [OH:1][CH2:2][C:3]1[CH:4]=[CH:5][C:6]([CH:9]2[CH2:14][CH2:13][N:12]([C:15]([O:17][C:18]([CH3:21])([CH3:20])[CH3:19])=[O:16])[CH2:11][CH2:10]2)=[N:7][CH:8]=1.[N:22]1([C:27]2[CH:32]=[CH:31][C:30](O)=[CH:29][CH:28]=2)[CH:26]=[N:25][N:24]=[N:23]1.C1(P(C2C=CC=CC=2)C2C=CC=CC=2)C=CC=CC=1.N(C(OC(C)(C)C)=O)=NC(OC(C)(C)C)=O, predict the reaction product. The product is: [N:22]1([C:27]2[CH:32]=[CH:31][C:30]([O:1][CH2:2][C:3]3[CH:4]=[CH:5][C:6]([CH:9]4[CH2:10][CH2:11][N:12]([C:15]([O:17][C:18]([CH3:21])([CH3:20])[CH3:19])=[O:16])[CH2:13][CH2:14]4)=[N:7][CH:8]=3)=[CH:29][CH:28]=2)[CH:26]=[N:25][N:24]=[N:23]1. (4) The product is: [OH:45][CH:46]1[CH2:51][CH2:50][N:49]([CH2:22][C:23]2[CH:28]=[CH:27][C:26]([CH2:29][CH2:30][N:31]3[CH:36]=[CH:35][C:34]([O:37][C:38]4[CH:43]=[CH:42][CH:41]=[CH:40][CH:39]=4)=[CH:33][C:32]3=[O:44])=[CH:25][CH:24]=2)[CH2:48][CH2:47]1. Given the reactants C1CCN(C(CNCC2C=CC3OCOC=3C=2)=S)CC1.Br[CH2:22][C:23]1[CH:28]=[CH:27][C:26]([CH2:29][CH2:30][N:31]2[CH:36]=[CH:35][C:34]([O:37][C:38]3[CH:43]=[CH:42][CH:41]=[CH:40][CH:39]=3)=[CH:33][C:32]2=[O:44])=[CH:25][CH:24]=1.[OH:45][CH:46]1[CH2:51][CH2:50][NH:49][CH2:48][CH2:47]1, predict the reaction product. (5) Given the reactants [OH-].[Na+].C([O:5][C:6]([C:8]1[CH:12]=[C:11]([C:13]2[CH:18]=[CH:17][C:16]([NH:19][C:20]([O:22][C:23]([CH3:26])([CH3:25])[CH3:24])=[O:21])=[CH:15][N:14]=2)[N:10]([C:27]2[CH:32]=[N:31][CH:30]=[CH:29][N:28]=2)[N:9]=1)=[O:7])C, predict the reaction product. The product is: [C:23]([O:22][C:20]([NH:19][C:16]1[CH:17]=[CH:18][C:13]([C:11]2[N:10]([C:27]3[CH:32]=[N:31][CH:30]=[CH:29][N:28]=3)[N:9]=[C:8]([C:6]([OH:7])=[O:5])[CH:12]=2)=[N:14][CH:15]=1)=[O:21])([CH3:26])([CH3:24])[CH3:25]. (6) Given the reactants [Br:1][C:2]1[C:3]([F:20])=[CH:4][C:5]2[O:11][CH2:10][CH2:9][N:8]3[CH:12]=[C:13]([C:15]([O:17][CH3:18])=[O:16])[N:14]=[C:7]3[C:6]=2[CH:19]=1.[F:21][C:22]1[CH:23]=[C:24]([CH:27]=[C:28]([F:30])[CH:29]=1)[CH:25]=[O:26], predict the reaction product. The product is: [Br:1][C:2]1[C:3]([F:20])=[CH:4][C:5]2[O:11][CH2:10][CH2:9][N:8]3[C:12]([CH:25]([C:24]4[CH:23]=[C:22]([F:21])[CH:29]=[C:28]([F:30])[CH:27]=4)[OH:26])=[C:13]([C:15]([O:17][CH3:18])=[O:16])[N:14]=[C:7]3[C:6]=2[CH:19]=1. (7) Given the reactants [CH3:1][O:2][C:3]1[CH:4]=[C:5]([N:12]([CH3:21])[CH2:13][C:14]([O:16][C:17]([CH3:20])([CH3:19])[CH3:18])=[O:15])[CH:6]=[CH:7][C:8]=1[N+:9]([O-])=O, predict the reaction product. The product is: [NH2:9][C:8]1[CH:7]=[CH:6][C:5]([N:12]([CH3:21])[CH2:13][C:14]([O:16][C:17]([CH3:18])([CH3:19])[CH3:20])=[O:15])=[CH:4][C:3]=1[O:2][CH3:1]. (8) Given the reactants Cl[S:2]([CH:5]1[CH2:10][CH2:9][N:8]([C:11]([O:13][CH2:14][C:15]2[CH:20]=[CH:19][CH:18]=[CH:17][CH:16]=2)=[O:12])[CH2:7][CH2:6]1)(=[O:4])=[O:3].[NH3:21], predict the reaction product. The product is: [NH2:21][S:2]([CH:5]1[CH2:10][CH2:9][N:8]([C:11]([O:13][CH2:14][C:15]2[CH:20]=[CH:19][CH:18]=[CH:17][CH:16]=2)=[O:12])[CH2:7][CH2:6]1)(=[O:4])=[O:3].